This data is from Full USPTO retrosynthesis dataset with 1.9M reactions from patents (1976-2016). The task is: Predict the reactants needed to synthesize the given product. (1) Given the product [NH2:17][C:11]1[N:10]=[C:9]([O:18][CH2:19][CH2:20][CH2:21][CH3:22])[N:8]=[C:7]2[C:12]=1[NH:13][C:14](=[O:15])[N:6]2[CH2:5][CH2:4][CH2:3][CH2:2][N:28]([CH2:39][C:40]1[CH:41]=[C:42]([CH2:46][C:47]([O:49][CH3:50])=[O:48])[CH:43]=[CH:44][CH:45]=1)[CH2:27][C:26]([CH3:30])([CH3:29])[CH2:25][N:24]([CH3:31])[CH3:23], predict the reactants needed to synthesize it. The reactants are: Br[CH2:2][CH2:3][CH2:4][CH2:5][N:6]1[C:14]([O:15]C)=[N:13][C:12]2[C:7]1=[N:8][C:9]([O:18][CH2:19][CH2:20][CH2:21][CH3:22])=[N:10][C:11]=2[NH2:17].[CH3:23][N:24]([CH3:31])[CH2:25][C:26]([CH3:30])([CH3:29])[CH2:27][NH2:28].C(=O)([O-])[O-].[K+].[K+].Br[CH2:39][C:40]1[CH:41]=[C:42]([CH2:46][C:47]([O:49][CH3:50])=[O:48])[CH:43]=[CH:44][CH:45]=1. (2) Given the product [O:19]1[CH2:20][CH2:21][N:16]([CH2:15][CH2:14][CH2:13][O:12][C:9]2[CH:10]=[C:11]3[C:6](=[CH:7][C:8]=2[O:22][CH3:23])[N:5]=[CH:4][N:3]=[C:2]3[NH:24][C:25]2[CH:29]=[C:28]([C:30]([CH3:33])([CH3:31])[CH3:32])[Se:27][C:26]=2[C:34]([NH2:36])=[O:35])[CH2:17][CH2:18]1, predict the reactants needed to synthesize it. The reactants are: Cl[C:2]1[C:11]2[C:6](=[CH:7][C:8]([O:22][CH3:23])=[C:9]([O:12][CH2:13][CH2:14][CH2:15][N:16]3[CH2:21][CH2:20][O:19][CH2:18][CH2:17]3)[CH:10]=2)[N:5]=[CH:4][N:3]=1.[NH2:24][C:25]1[CH:29]=[C:28]([C:30]([CH3:33])([CH3:32])[CH3:31])[Se:27][C:26]=1[C:34]([NH2:36])=[O:35].CN(C=O)C.[OH-].[Na+]. (3) Given the product [NH2:16][C:14]([NH:13][CH2:12][CH2:11][S:9][C:3]1[CH:4]=[CH:5][C:6]([Cl:8])=[CH:7][C:2]=1[NH:1][S:26]([C:18]1[O:17][C:21]2[CH:22]=[CH:23][CH:24]=[CH:25][C:20]=2[CH:19]=1)(=[O:27])=[O:28])=[O:15], predict the reactants needed to synthesize it. The reactants are: [NH2:1][C:2]1[CH:7]=[C:6]([Cl:8])[CH:5]=[CH:4][C:3]=1[SH:9].Cl[CH2:11][CH2:12][NH:13][C:14]([NH2:16])=[O:15].[O:17]1[C:21]2[CH:22]=[CH:23][CH:24]=[CH:25][C:20]=2[CH:19]=[C:18]1[S:26](Cl)(=[O:28])=[O:27]. (4) The reactants are: OC(CO)[CH2:3][CH:4]=[C:5](C)[C:6](N)=[O:7].OCCC=C(C)[C:17]([NH2:19])=[O:18].OCC[C:24]([CH2:30][CH2:31]O)=[C:25]([CH3:29])[C:26]([NH2:28])=O.[OH:33][CH2:34][CH2:35]C(CCO)=CC(N)=O.[CH2:44](NC(=O)C=C)O. Given the product [CH3:35][CH2:34][O:33][C:6]([C:5]1[CH:26]([C:25]2[CH:24]=[CH:30][CH:31]=[CH:44][CH:29]=2)[NH:28][C:17](=[O:18])[NH:19][C:4]=1[CH3:3])=[O:7], predict the reactants needed to synthesize it.